The task is: Predict the product of the given reaction.. This data is from Forward reaction prediction with 1.9M reactions from USPTO patents (1976-2016). (1) Given the reactants Cl.[CH2:2]([O:9][C:10]1[CH:19]=[CH:18][CH:17]=[C:16]2[C:11]=1[CH2:12][CH2:13][CH2:14][CH:15]2[C:20]([N:22]([C:29]1[CH:30]=[N:31][C:32]([CH:35]([CH3:37])[CH3:36])=[CH:33][CH:34]=1)[CH2:23][C:24]1[CH:25]=[N:26][NH:27][CH:28]=1)=[O:21])[C:3]1[CH:8]=[CH:7][CH:6]=[CH:5][CH:4]=1.Cl[CH2:39][C:40]1[N:41]=[C:42]([CH3:45])[S:43][CH:44]=1, predict the reaction product. The product is: [CH2:2]([O:9][C:10]1[CH:19]=[CH:18][CH:17]=[C:16]2[C:11]=1[CH2:12][CH2:13][CH2:14][CH:15]2[C:20]([N:22]([CH2:23][C:24]1[CH:25]=[N:26][N:27]([CH2:39][C:40]2[N:41]=[C:42]([CH3:45])[S:43][CH:44]=2)[CH:28]=1)[C:29]1[CH:30]=[N:31][C:32]([CH:35]([CH3:37])[CH3:36])=[CH:33][CH:34]=1)=[O:21])[C:3]1[CH:8]=[CH:7][CH:6]=[CH:5][CH:4]=1. (2) Given the reactants [BrH:1].[NH2:2][C:3]1[C:8]([N+:9]([O-:11])=[O:10])=[CH:7][CH:6]=[C:5](Cl)[N:4]=1, predict the reaction product. The product is: [NH2:2][C:3]1[C:8]([N+:9]([O-:11])=[O:10])=[CH:7][CH:6]=[C:5]([Br:1])[N:4]=1. (3) Given the reactants [C:1]([C:5]1[N:10]=[C:9]([N:11]2[CH2:16][CH2:15][N:14]([CH2:17][CH2:18][CH2:19][CH2:20][NH2:21])[CH2:13][CH2:12]2)[CH:8]=[C:7]([C:22]([F:25])([F:24])[F:23])[N:6]=1)([CH3:4])([CH3:3])[CH3:2].C1N=CN([C:31](N2C=NC=C2)=[O:32])C=1.[CH3:38][C:39]1[C:44]([CH3:45])=[CH:43][CH:42]=[CH:41][C:40]=1[N:46]1[CH2:51][CH2:50][NH:49][CH2:48][CH2:47]1, predict the reaction product. The product is: [C:1]([C:5]1[N:10]=[C:9]([N:11]2[CH2:16][CH2:15][N:14]([CH2:17][CH2:18][CH2:19][CH2:20][NH:21][C:31]([N:49]3[CH2:48][CH2:47][N:46]([C:40]4[CH:41]=[CH:42][CH:43]=[C:44]([CH3:45])[C:39]=4[CH3:38])[CH2:51][CH2:50]3)=[O:32])[CH2:13][CH2:12]2)[CH:8]=[C:7]([C:22]([F:24])([F:25])[F:23])[N:6]=1)([CH3:4])([CH3:2])[CH3:3]. (4) Given the reactants [Cl:1][C:2]1[CH:7]=[C:6]([Br:8])[CH:5]=[C:4](Br)[CH:3]=1.[S:10]1[C:14]([CH:15]=O)=[CH:13][C:12]2[CH:17]=[CH:18][CH:19]=[CH:20][C:11]1=2, predict the reaction product. The product is: [S:10]1[C:14]([CH2:15][C:4]2[CH:3]=[C:2]([Cl:1])[CH:7]=[C:6]([Br:8])[CH:5]=2)=[CH:13][C:12]2[CH:17]=[CH:18][CH:19]=[CH:20][C:11]1=2.